Task: Predict the reaction yield, written as a fraction of the theoretical maximum amount of product (1.0 means a 100% yield; for example, 0.34 means a 34% yield).. Dataset: Reaction yield outcomes from USPTO patents with 853,638 reactions (1) The reactants are [Cl:1][C:2]1[C:7]2=[N:8][CH:9]=[C:10]([O:12][CH2:13][C:14]3[O:15][CH:16]=[CH:17][N:18]=3)[N:11]=[C:6]2[CH:5]=[CH:4][N:3]=1.ClC1[N:21]=C2C=CN=C(Cl)C2=NC=1.CC1OC(CO)=NN=1. No catalyst specified. The product is [Cl:1][C:2]1[C:7]2=[N:8][CH:9]=[C:10]([O:12][CH2:13][C:14]3[O:15][C:16]([CH3:17])=[N:21][N:18]=3)[N:11]=[C:6]2[CH:5]=[CH:4][N:3]=1. The yield is 0.680. (2) The reactants are ClC(OC(Cl)C)=O.C([N:15]1[CH2:24][CH2:23][C:22]2[N:21]=[C:20]3[CH:25]=[CH:26][C:27]([Br:29])=[CH:28][C:19]3=[C:18]([Cl:30])[C:17]=2[CH2:16]1)C1C=CC=CC=1. The catalyst is ClCCCl. The product is [Br:29][C:27]1[CH:26]=[CH:25][C:20]2=[N:21][C:22]3[CH2:23][CH2:24][NH:15][CH2:16][C:17]=3[C:18]([Cl:30])=[C:19]2[CH:28]=1. The yield is 0.770. (3) The product is [CH3:1][O:2][C:3]([C:5]1[CH:6]=[C:7]([C:14]2[CH:19]=[CH:18][C:17]([CH3:20])=[CH:16][CH:15]=2)[CH:8]=[C:9]([NH2:11])[CH:10]=1)=[O:4]. The yield is 0.950. The catalyst is CO. The reactants are [CH3:1][O:2][C:3]([C:5]1[CH:6]=[C:7]([C:14]2[CH:19]=[CH:18][C:17]([CH3:20])=[CH:16][CH:15]=2)[CH:8]=[C:9]([N+:11]([O-])=O)[CH:10]=1)=[O:4].Cl[Sn]Cl. (4) The product is [Br:1][CH:2]1[CH2:23][CH2:22][C:5]2=[CH:6][C:7]3[C:8]4[CH:17]=[CH:16][C:15]([C:18](=[O:21])[CH2:19][Br:20])=[CH:14][C:9]=4[CH2:10][O:11][C:12]=3[CH:13]=[C:4]2[C:3]1=[O:24]. The yield is 0.760. The reactants are [Br:1][CH:2]1[CH2:23][CH2:22][C:5]2=[CH:6][C:7]3[C:8]4[CH:17]=[CH:16][C:15]([CH:18]([OH:21])[CH2:19][Br:20])=[CH:14][C:9]=4[CH2:10][O:11][C:12]=3[CH:13]=[C:4]2[C:3]1=[O:24].C(=O)(O)[O-].[Na+].[Br-].[Na+].O. The catalyst is C(Cl)Cl.CC1(C)N([O])C(C)(C)CCC1.C(O)(C)C. (5) The reactants are C([NH:5][S:6]([C:9]1[CH:10]=[C:11]([C:15]2[CH:20]=[CH:19][CH:18]=[C:17]([C:21]3[N:26]=[C:25]([CH:27]([F:29])[F:28])[CH:24]=[C:23]([C:30]4[CH:31]=[N:32][C:33]([C:36]([F:39])([F:38])[F:37])=[CH:34][CH:35]=4)[N:22]=3)[CH:16]=2)[CH:12]=[CH:13][CH:14]=1)(=[O:8])=[O:7])(C)(C)C.C(O)(C(F)(F)F)=O. The catalyst is ClCCl. The product is [F:29][CH:27]([F:28])[C:25]1[CH:24]=[C:23]([C:30]2[CH:31]=[N:32][C:33]([C:36]([F:38])([F:39])[F:37])=[CH:34][CH:35]=2)[N:22]=[C:21]([C:17]2[CH:16]=[C:15]([C:11]3[CH:12]=[CH:13][CH:14]=[C:9]([S:6]([NH2:5])(=[O:7])=[O:8])[CH:10]=3)[CH:20]=[CH:19][CH:18]=2)[N:26]=1. The yield is 0.810. (6) The reactants are [CH2:1]([O:8][C:9]1[CH:14]=[CH:13][C:12]([OH:15])=[C:11]([CH2:16][CH2:17][CH3:18])[CH:10]=1)[C:2]1[CH:7]=[CH:6][CH:5]=[CH:4][CH:3]=1.[H-].[Na+].Br[CH2:22][C:23]([O:25][CH2:26][CH3:27])=[O:24]. The product is [CH2:26]([O:25][C:23](=[O:24])[CH2:22][O:15][C:12]1[CH:13]=[CH:14][C:9]([O:8][CH2:1][C:2]2[CH:3]=[CH:4][CH:5]=[CH:6][CH:7]=2)=[CH:10][C:11]=1[CH2:16][CH2:17][CH3:18])[CH3:27]. The yield is 0.970. The catalyst is CN(C=O)C. (7) The product is [CH3:39][N:20]([CH2:19][C:18]1[CH:35]=[CH:36][C:15]([C:12]2[N:13]=[CH:14][N:10]([C:7]3[CH:8]=[CH:9][C:4]([O:3][C:2]([F:1])([F:37])[F:38])=[CH:5][CH:6]=3)[N:11]=2)=[CH:16][CH:17]=1)[O:21][C@H:22]1[C@H:27]([O:28][CH3:29])[C@H:26]([O:30][CH3:31])[C@@H:25]([O:32][CH3:33])[C@H:24]([CH3:34])[O:23]1. The yield is 0.630. The reactants are [F:1][C:2]([F:38])([F:37])[O:3][C:4]1[CH:9]=[CH:8][C:7]([N:10]2[CH:14]=[N:13][C:12]([C:15]3[CH:36]=[CH:35][C:18]([CH2:19][NH:20][O:21][C@H:22]4[C@H:27]([O:28][CH3:29])[C@H:26]([O:30][CH3:31])[C@@H:25]([O:32][CH3:33])[C@H:24]([CH3:34])[O:23]4)=[CH:17][CH:16]=3)=[N:11]2)=[CH:6][CH:5]=1.[CH:39](N(C(C)C)CC)(C)C.CI. The catalyst is O1CCCC1.O. (8) The reactants are [OH:1][CH:2]([CH2:19][NH:20][CH2:21][C:22]1[CH:27]=[CH:26][CH:25]=[C:24]([C:28]#[C:29][Si](C)(C)C)[CH:23]=1)[CH:3]([NH:11][C:12](=[O:18])[O:13][C:14]([CH3:17])([CH3:16])[CH3:15])[CH2:4][C:5]1[CH:10]=[CH:9][CH:8]=[CH:7][CH:6]=1.C([O-])([O-])=O.[K+].[K+]. The catalyst is C1COCC1.CO. The product is [C:28]([C:24]1[CH:23]=[C:22]([CH:27]=[CH:26][CH:25]=1)[CH2:21][NH:20][CH2:19][CH:2]([OH:1])[CH:3]([NH:11][C:12](=[O:18])[O:13][C:14]([CH3:17])([CH3:16])[CH3:15])[CH2:4][C:5]1[CH:6]=[CH:7][CH:8]=[CH:9][CH:10]=1)#[CH:29]. The yield is 0.850. (9) The reactants are [F:1][C:2]1[CH:3]=[C:4]2[C:8](=[CH:9][CH:10]=1)[NH:7][CH:6]=[C:5]2[CH2:11][CH2:12][CH2:13][NH:14][CH:15]1[CH2:24][C:23]2[C:22]([C:25]([NH2:27])=[O:26])=[CH:21][CH:20]=[CH:19][C:18]=2[O:17][CH2:16]1.[C:28]1(=O)[CH2:31][CH2:30][CH2:29]1.C(O)(=O)C.C([BH3-])#N.[Na+]. The catalyst is CO. The product is [CH:28]1([N:14]([CH2:13][CH2:12][CH2:11][C:5]2[C:4]3[C:8](=[CH:9][CH:10]=[C:2]([F:1])[CH:3]=3)[NH:7][CH:6]=2)[CH:15]2[CH2:24][C:23]3[C:22]([C:25]([NH2:27])=[O:26])=[CH:21][CH:20]=[CH:19][C:18]=3[O:17][CH2:16]2)[CH2:31][CH2:30][CH2:29]1. The yield is 0.750. (10) The reactants are [NH2:1][C:2]1[CH:7]=[CH:6][C:5]([S:8]([NH:11][C:12]2[CH:13]=[CH:14][C:15]3[CH2:19][O:18][B:17]([OH:20])[C:16]=3[CH:21]=2)(=[O:10])=[O:9])=[C:4]([CH2:22][NH2:23])[CH:3]=1.Cl[C:25]([O:27][CH:28]([CH2:31][CH3:32])[CH2:29][CH3:30])=[O:26]. The catalyst is C1COCC1. The product is [NH2:1][C:2]1[CH:7]=[CH:6][C:5]([S:8](=[O:9])(=[O:10])[NH:11][C:12]2[CH:13]=[CH:14][C:15]3[CH2:19][O:18][B:17]([OH:20])[C:16]=3[CH:21]=2)=[C:4]([CH:3]=1)[CH2:22][NH:23][C:25](=[O:26])[O:27][CH:28]([CH2:31][CH3:32])[CH2:29][CH3:30]. The yield is 0.430.